Dataset: Full USPTO retrosynthesis dataset with 1.9M reactions from patents (1976-2016). Task: Predict the reactants needed to synthesize the given product. Given the product [Cl:24][C:5]1[C:6]([NH:8][CH:9]2[CH2:14][CH2:13][N:12]([C:15]([O:17][C:18]([CH3:21])([CH3:20])[CH3:19])=[O:16])[CH2:11][CH:10]2[CH2:22][CH3:23])=[N:7][C:2]([NH:37][C:31]2[CH:32]=[CH:33][C:34]3[C:29]([CH:30]=2)=[N:28][N:27]([CH3:26])[C:35]=3[CH3:36])=[N:3][CH:4]=1, predict the reactants needed to synthesize it. The reactants are: Cl[C:2]1[N:7]=[C:6]([NH:8][CH:9]2[CH2:14][CH2:13][N:12]([C:15]([O:17][C:18]([CH3:21])([CH3:20])[CH3:19])=[O:16])[CH2:11][CH:10]2[CH2:22][CH3:23])[C:5]([Cl:24])=[CH:4][N:3]=1.Cl.[CH3:26][N:27]1[C:35]([CH3:36])=[C:34]2[C:29]([CH:30]=[C:31]([NH2:37])[CH:32]=[CH:33]2)=[N:28]1.C(=O)([O-])[O-].[Na+].[Na+].C1C=CC(P(C2C(C3C(P(C4C=CC=CC=4)C4C=CC=CC=4)=CC=C4C=3C=CC=C4)=C3C(C=CC=C3)=CC=2)C2C=CC=CC=2)=CC=1.